From a dataset of Catalyst prediction with 721,799 reactions and 888 catalyst types from USPTO. Predict which catalyst facilitates the given reaction. (1) Reactant: [CH2:1]([N:9]([C:11]1[CH:16]=[CH:15][C:14]([CH3:17])=[CH:13][CH:12]=1)N)[CH2:2][C:3]1[CH:8]=[CH:7][CH:6]=[CH:5][CH:4]=1.[C:18]([O:24][CH2:25][CH3:26])(=[O:23])[CH2:19][C:20]([CH3:22])=O. Product: [CH3:22][C:20]1[N:9]([CH2:1][CH2:2][C:3]2[CH:8]=[CH:7][CH:6]=[CH:5][CH:4]=2)[C:11]2[C:16]([C:19]=1[C:18]([O:24][CH2:25][CH3:26])=[O:23])=[CH:15][C:14]([CH3:17])=[CH:13][CH:12]=2. The catalyst class is: 33. (2) Product: [Cl:1][C:2]1[C:3]([CH2:16][O:17][C:18]2[CH:27]=[CH:26][C:25]3[CH2:24][CH2:23][C:22]([CH3:29])([CH3:28])[CH2:21][C:20]=3[CH:19]=2)=[CH:4][C:5]([F:15])=[C:6]([CH:14]=1)[C:7]([OH:9])=[O:8]. Reactant: [Cl:1][C:2]1[C:3]([CH2:16][O:17][C:18]2[CH:27]=[CH:26][C:25]3[CH2:24][CH2:23][C:22]([CH3:29])([CH3:28])[CH2:21][C:20]=3[CH:19]=2)=[CH:4][C:5]([F:15])=[C:6]([CH:14]=1)[C:7]([O:9]C(C)(C)C)=[O:8].FC(F)(F)C(O)=O. The catalyst class is: 2. (3) Reactant: [NH2:1][C@H:2]1[CH2:7][CH2:6][C@H:5]([C:8]([OH:10])=[O:9])[CH2:4][CH2:3]1.S(Cl)(Cl)=O.[CH2:15](N(CC)CC)C.[CH3:22][C:23]([O:26][C:27](O[C:27]([O:26][C:23]([CH3:25])([CH3:24])[CH3:22])=[O:28])=[O:28])([CH3:25])[CH3:24].C(=O)(O)[O-].[Na+]. Product: [C:23]([O:26][C:27]([NH:1][C@H:2]1[CH2:7][CH2:6][C@H:5]([C:8]([O:10][CH3:15])=[O:9])[CH2:4][CH2:3]1)=[O:28])([CH3:25])([CH3:24])[CH3:22]. The catalyst class is: 100. (4) Reactant: [Br:1][C:2]1[CH:9]=[CH:8][C:5]([CH:6]=[O:7])=[CH:4][C:3]=1[CH3:10].[CH3:11][Mg]Br. Product: [Br:1][C:2]1[CH:9]=[CH:8][C:5]([CH:6]([OH:7])[CH3:11])=[CH:4][C:3]=1[CH3:10]. The catalyst class is: 7. (5) Reactant: [CH3:1][O:2][C:3]1[CH:4]=[C:5]2[C:10](=[CH:11][C:12]=1[O:13][CH3:14])[CH2:9][N:8]([C:15]([C@@H:17]1[CH2:26][C:25]3[C:20](=[CH:21][CH:22]=[CH:23][CH:24]=3)[CH2:19][NH:18]1)=[O:16])[CH2:7][CH2:6]2.[F:27][C:28]([F:39])([F:38])[O:29][C:30]1[CH:37]=[CH:36][CH:35]=[CH:34][C:31]=1[CH:32]=O.C(O[BH-](OC(=O)C)OC(=O)C)(=O)C.[Na+]. Product: [CH3:1][O:2][C:3]1[CH:4]=[C:5]2[C:10](=[CH:11][C:12]=1[O:13][CH3:14])[CH2:9][N:8]([C:15]([C@@H:17]1[CH2:26][C:25]3[C:20](=[CH:21][CH:22]=[CH:23][CH:24]=3)[CH2:19][N:18]1[CH2:32][C:31]1[CH:34]=[CH:35][CH:36]=[CH:37][C:30]=1[O:29][C:28]([F:27])([F:38])[F:39])=[O:16])[CH2:7][CH2:6]2. The catalyst class is: 3.